This data is from Antibody paratope prediction from SAbDab with 1,023 antibody chains. The task is: Token-level Classification. Given an antibody amino acid sequence, predict which amino acid positions are active in antigen binding. Output is a list of indices for active paratope positions. (1) Given the antibody sequence: EVQLVESGGGLVQPGGSLRLSCAASGFAISASSIHWVRQAPGKCLEWVASIDPETGETLYAKSVAGRFTISADTSKNTAYLQMNSLRAEDTAVYYCARAYAGDGVYYADVWGQGTLVTVSS, which amino acid positions are active in antigen binding (paratope)? The paratope positions are: [52, 83, 84, 85, 104, 105, 106, 107]. (2) Given the antibody sequence: EIQLQQSGPELVKPGASVKISCKASGYSFTDYIMLWVKQSHGKSLEWIGNINPYYGSTSYNLKFKGKATLTVDKSSSTAYMQLNSLTSEDSAVYYCARKNYYGSSLDYWGQGTTLTVSS, which amino acid positions are active in antigen binding (paratope)? The paratope positions are: [52, 83, 84, 85, 104, 105]. (3) Given the antibody sequence: QSVLTQPPSASGTPGQRVTISCSGSSSNIGSYYVYWYQQFPGTAPKLLIYGNNQRPSGVPDRFSGSKSGTSASLAITGLQAEDEADYYCQSYDSSLSGVIFGGGTKLTVL, which amino acid positions are active in antigen binding (paratope)? The paratope positions are: [29, 30, 96, 97]. (4) Given the antibody sequence: QVQLVQSGAEVKKPGASVKVSCKASGYTFTNYGLSWVRQAPGQGLEWMGWISANNGDTNYGQEFQGRVTMTTDTSTSTAYMELRSLRSDDTAVYYCARDSSSSWARWFFDLWGRGTLVTVSS, which amino acid positions are active in antigen binding (paratope)? The paratope positions are: [52, 83, 84, 85, 104, 105, 106, 107, 108]. (5) Given the antibody sequence: EVQLVESGGGLVQPGGSLRLSCAASGFNVSSSSIHWVRQAPGKGLEWVASISSYYGYTSYADSVKGRFTISADTSKNTAYLQMNSLRAEDTAVYYCARSYSWSYAIDYWGQGTLVTVSS, which amino acid positions are active in antigen binding (paratope)? The paratope positions are: [52, 83, 84, 85, 104, 105].